Dataset: Full USPTO retrosynthesis dataset with 1.9M reactions from patents (1976-2016). Task: Predict the reactants needed to synthesize the given product. (1) The reactants are: [CH2:1]([NH:8][CH2:9][CH2:10][C:11]1[C:16]([CH2:17][C:18]#N)=[CH:15][CH:14]=[C:13]([O:20][CH3:21])[N:12]=1)[C:2]1[CH:7]=[CH:6][CH:5]=[CH:4][CH:3]=1.Cl.[C:23](=O)(O)[O-:24].[Na+].C[OH:29]. Given the product [CH3:23][O:24][C:18](=[O:29])[CH2:17][C:16]1[C:11]([CH2:10][CH2:9][NH:8][CH2:1][C:2]2[CH:7]=[CH:6][CH:5]=[CH:4][CH:3]=2)=[N:12][C:13]([O:20][CH3:21])=[CH:14][CH:15]=1, predict the reactants needed to synthesize it. (2) Given the product [Cl:1][C:2]1[CH:3]=[C:4]([C:8]2[CH:13]=[C:12]([C:14](=[O:33])[NH:15][CH2:16][CH2:17][CH2:18][CH2:19][CH2:20][CH2:21][CH2:22][CH2:23][N:24]3[C:32]4[C:27](=[CH:28][CH:29]=[CH:30][CH:31]=4)[CH:26]=[CH:25]3)[CH:11]=[C:10]([C:34]3[CH:39]=[CH:38][CH:37]=[C:36]([Cl:40])[CH:35]=3)[C:9]=2[O:41][CH2:42][CH2:43][O:44][C:45]2[CH:54]=[CH:53][C:48]([C:49]([OH:51])=[O:50])=[CH:47][CH:46]=2)[CH:5]=[CH:6][CH:7]=1, predict the reactants needed to synthesize it. The reactants are: [Cl:1][C:2]1[CH:3]=[C:4]([C:8]2[CH:13]=[C:12]([C:14](=[O:33])[NH:15][CH2:16][CH2:17][CH2:18][CH2:19][CH2:20][CH2:21][CH2:22][CH2:23][N:24]3[C:32]4[C:27](=[CH:28][CH:29]=[CH:30][CH:31]=4)[CH:26]=[CH:25]3)[CH:11]=[C:10]([C:34]3[CH:39]=[CH:38][CH:37]=[C:36]([Cl:40])[CH:35]=3)[C:9]=2[O:41][CH2:42][CH2:43][O:44][C:45]2[CH:54]=[CH:53][C:48]([C:49]([O:51]C)=[O:50])=[CH:47][CH:46]=2)[CH:5]=[CH:6][CH:7]=1.[K+].[Br-]. (3) The reactants are: [NH2:1][CH2:2][C@@H:3]1[C@@H:11]([C@@:12]2([CH3:21])[CH2:17][CH2:16][C@H:15]([OH:18])[CH2:14][C@@H:13]2[CH2:19][OH:20])[CH2:10][CH2:9][C@@:8]2([CH3:22])[C@H:4]1[CH2:5][CH2:6][C:7]2=[CH2:23].[C:24]1([N:30]=[C:31]=[O:32])[CH:29]=[CH:28][CH:27]=[CH:26][CH:25]=1. Given the product [OH:18][C@H:15]1[CH2:16][CH2:17][C@@:12]([C@H:11]2[CH2:10][CH2:9][C@@:8]3([CH3:22])[C@@H:4]([CH2:5][CH2:6][C:7]3=[CH2:23])[C@@H:3]2[CH2:2][NH:1][C:31]([NH:30][C:24]2[CH:29]=[CH:28][CH:27]=[CH:26][CH:25]=2)=[O:32])([CH3:21])[C@@H:13]([CH2:19][OH:20])[CH2:14]1, predict the reactants needed to synthesize it. (4) The reactants are: Br[C:2]1[CH:3]=[CH:4][C:5]([N:19]([CH2:26][C:27]2[CH:32]=[CH:31][CH:30]=[C:29]([Cl:33])[CH:28]=2)[CH2:20][CH2:21][C:22]([F:25])([F:24])[F:23])=[C:6]([NH:8][C:9]([NH:11][C:12]2[CH:17]=[CH:16][C:15]([CH3:18])=[CH:14][CH:13]=2)=[O:10])[CH:7]=1.[NH:34]1[C:38]([C:39]2[CH:44]=[CH:43][CH:42]=[CH:41][C:40]=2B(O)O)=[N:37][N:36]=[N:35]1.C(N(CCC(F)(F)F)C1C=CC(Br)=CC=1NC(NC1C=CC(C)=CC=1)=O)C1C=CC=CC=1. Given the product [Cl:33][C:29]1[CH:28]=[C:27]([CH:32]=[CH:31][CH:30]=1)[CH2:26][N:19]([CH2:20][CH2:21][C:22]([F:25])([F:24])[F:23])[C:5]1[CH:4]=[CH:3][C:2]([C:40]2[CH:41]=[CH:42][CH:43]=[CH:44][C:39]=2[C:38]2[NH:37][N:36]=[N:35][N:34]=2)=[CH:7][C:6]=1[NH:8][C:9]([NH:11][C:12]1[CH:17]=[CH:16][C:15]([CH3:18])=[CH:14][CH:13]=1)=[O:10], predict the reactants needed to synthesize it. (5) Given the product [ClH:4].[NH2:9][CH2:10][C:11]1([OH:18])[CH2:17][CH2:16][CH2:15][CH2:14][CH2:13][CH2:12]1, predict the reactants needed to synthesize it. The reactants are: C([Cl:4])(=O)C.CC(O)C.[NH2:9][CH2:10][C:11]1([OH:18])[CH2:17][CH2:16][CH2:15][CH2:14][CH2:13][CH2:12]1. (6) Given the product [C@H:11]([N:10]1[C:4]2[CH:3]=[C:2]([NH:40][C:38]3[CH:37]=[CH:36][N:35]=[C:34]([C:32]4[CH:31]=[N:30][N:29]([S:26]([CH2:24][CH3:25])(=[O:28])=[O:27])[CH:33]=4)[N:39]=3)[N:7]=[CH:6][C:5]=2[N:8]=[C:9]1[C@H:15]([O:17][CH:18]1[CH2:23][CH2:22][CH2:21][CH2:20][O:19]1)[CH3:16])([CH2:13][CH3:14])[CH3:12], predict the reactants needed to synthesize it. The reactants are: Br[C:2]1[N:7]=[CH:6][C:5]2[N:8]=[C:9]([C@H:15]([O:17][CH:18]3[CH2:23][CH2:22][CH2:21][CH2:20][O:19]3)[CH3:16])[N:10]([C@@H:11]([CH2:13][CH3:14])[CH3:12])[C:4]=2[CH:3]=1.[CH2:24]([S:26]([N:29]1[CH:33]=[C:32]([C:34]2[N:39]=[C:38]([NH2:40])[CH:37]=[CH:36][N:35]=2)[CH:31]=[N:30]1)(=[O:28])=[O:27])[CH3:25].C1(P(C2C=CC=CC=2)C2C3OC4C(=CC=CC=4P(C4C=CC=CC=4)C4C=CC=CC=4)C(C)(C)C=3C=CC=2)C=CC=CC=1.C(=O)([O-])[O-].[Cs+].[Cs+]. (7) Given the product [Br:1][C:2]1[CH:10]=[C:9]2[C:5]([C:6]([CH3:34])=[CH:7][N:8]2[S:11]([C:14]2[CH:15]=[CH:16][C:17]([O:32][CH3:33])=[C:18]([N:20]3[CH2:21][CH2:22][NH:23][CH2:24][CH2:25]3)[CH:19]=2)(=[O:13])=[O:12])=[CH:4][CH:3]=1, predict the reactants needed to synthesize it. The reactants are: [Br:1][C:2]1[CH:10]=[C:9]2[C:5]([C:6]([CH3:34])=[CH:7][N:8]2[S:11]([C:14]2[CH:15]=[CH:16][C:17]([O:32][CH3:33])=[C:18]([N:20]3[CH2:25][CH2:24][N:23](C(=O)C(Cl)(Cl)Cl)[CH2:22][CH2:21]3)[CH:19]=2)(=[O:13])=[O:12])=[CH:4][CH:3]=1.[OH-].[K+]. (8) Given the product [CH2:41]([OH:42])[C:40]([F:44])([F:43])[F:39].[C:37]([C:34]1([NH:33][C:31]([C@@H:14]2[CH2:13][C@@H:12]([S:9]([C:3]3[CH:4]=[CH:5][C:6]([O:42][CH2:41][C:40]([F:44])([F:43])[F:39])=[CH:7][C:2]=3[Cl:1])(=[O:11])=[O:10])[CH2:16][N:15]2[C:17]2[N:21]([CH2:22][CH2:23][C:24]3[CH:25]=[CH:26][CH:27]=[CH:28][CH:29]=3)[N:20]=[C:19]([CH3:30])[CH:18]=2)=[O:32])[CH2:35][CH2:36]1)#[N:38], predict the reactants needed to synthesize it. The reactants are: [Cl:1][C:2]1[CH:7]=[C:6](F)[CH:5]=[CH:4][C:3]=1[S:9]([C@H:12]1[CH2:16][N:15]([C:17]2[N:21]([CH2:22][CH2:23][C:24]3[CH:29]=[CH:28][CH:27]=[CH:26][CH:25]=3)[N:20]=[C:19]([CH3:30])[CH:18]=2)[C@H:14]([C:31]([NH:33][C:34]2([C:37]#[N:38])[CH2:36][CH2:35]2)=[O:32])[CH2:13]1)(=[O:11])=[O:10].[F:39][C:40]([F:44])([F:43])[CH2:41][OH:42]. (9) Given the product [C:36]([C:30]1[CH:29]=[C:28]2[C:33]([C:24]([O:23][C:22]3[CH:38]=[CH:39][C:19]([NH:18][C:16]([NH:15][C:12]4[CH:13]=[CH:14][C:9]([F:8])=[CH:10][CH:11]=4)=[O:17])=[CH:20][CH:21]=3)=[CH:25][CH:26]=[N:27]2)=[CH:32][C:31]=1[O:34][CH3:35])#[N:37], predict the reactants needed to synthesize it. The reactants are: C1(C)C=CC=CC=1.[F:8][C:9]1[CH:14]=[CH:13][C:12]([N:15]=[C:16]=[O:17])=[CH:11][CH:10]=1.[NH2:18][C:19]1[CH:39]=[CH:38][C:22]([O:23][C:24]2[C:33]3[C:28](=[CH:29][C:30]([C:36]#[N:37])=[C:31]([O:34][CH3:35])[CH:32]=3)[N:27]=[CH:26][CH:25]=2)=[CH:21][CH:20]=1.